From a dataset of Catalyst prediction with 721,799 reactions and 888 catalyst types from USPTO. Predict which catalyst facilitates the given reaction. Reactant: Br[C:2]1[C:3]2[N:4]([CH:9]=[CH:10][N:11]=2)[N:5]=[C:6]([Cl:8])[CH:7]=1.[C:12]([CH:16]1[CH2:20][CH2:19][N:18]([C:21]2[N:26]=[C:25]([NH2:27])[CH:24]=[CH:23][CH:22]=2)[CH2:17]1)([CH3:15])([CH3:14])[CH3:13].C1C=CC(P(C2C(C3C(P(C4C=CC=CC=4)C4C=CC=CC=4)=CC=C4C=3C=CC=C4)=C3C(C=CC=C3)=CC=2)C2C=CC=CC=2)=CC=1.C([O-])([O-])=O.[Cs+].[Cs+]. Product: [C:12]([CH:16]1[CH2:20][CH2:19][N:18]([C:21]2[N:26]=[C:25]([NH:27][C:2]3[C:3]4[N:4]([CH:9]=[CH:10][N:11]=4)[N:5]=[C:6]([Cl:8])[CH:7]=3)[CH:24]=[CH:23][CH:22]=2)[CH2:17]1)([CH3:15])([CH3:13])[CH3:14]. The catalyst class is: 102.